This data is from Reaction yield outcomes from USPTO patents with 853,638 reactions. The task is: Predict the reaction yield, written as a fraction of the theoretical maximum amount of product (1.0 means a 100% yield; for example, 0.34 means a 34% yield). (1) The reactants are [Br:1][C:2]1[C:7](=[O:8])[N:6]([C:9]2[CH:10]=[C:11]([CH:19]=[CH:20][C:21]=2[CH3:22])[C:12]([NH:14][C@H:15](C)[CH2:16][OH:17])=[O:13])[C:5]([CH3:23])=[N:4][C:3]=1[O:24][CH2:25][C:26]1[CH:31]=[CH:30][C:29]([F:32])=[CH:28][C:27]=1[F:33].NCCO. No catalyst specified. The product is [Br:1][C:2]1[C:7](=[O:8])[N:6]([C:9]2[CH:10]=[C:11]([CH:19]=[CH:20][C:21]=2[CH3:22])[C:12]([NH:14][CH2:15][CH2:16][OH:17])=[O:13])[C:5]([CH3:23])=[N:4][C:3]=1[O:24][CH2:25][C:26]1[CH:31]=[CH:30][C:29]([F:32])=[CH:28][C:27]=1[F:33]. The yield is 0.700. (2) The reactants are [CH2:1]([N:3]1[CH:7]=[C:6]([C:8]2[CH:13]=[CH:12][N:11]=[C:10]3[N:14]([S:25]([C:28]4[CH:33]=[CH:32][CH:31]=[CH:30][CH:29]=4)(=[O:27])=[O:26])[C:15]([C:17]4[CH:24]=[CH:23][C:20]([CH:21]=O)=[CH:19][CH:18]=4)=[CH:16][C:9]=23)[C:5]([C:34]2[CH:39]=[CH:38][C:37]([N+:40]([O-:42])=[O:41])=[CH:36][CH:35]=2)=[N:4]1)[CH3:2].[NH:43]1[CH2:47][CH2:46][CH2:45][CH2:44]1.C(O[BH-](OC(=O)C)OC(=O)C)(=O)C.[Na+]. The catalyst is O1CCCC1. The product is [CH2:1]([N:3]1[CH:7]=[C:6]([C:8]2[CH:13]=[CH:12][N:11]=[C:10]3[N:14]([S:25]([C:28]4[CH:29]=[CH:30][CH:31]=[CH:32][CH:33]=4)(=[O:27])=[O:26])[C:15]([C:17]4[CH:18]=[CH:19][C:20]([CH2:21][N:43]5[CH2:47][CH2:46][CH2:45][CH2:44]5)=[CH:23][CH:24]=4)=[CH:16][C:9]=23)[C:5]([C:34]2[CH:35]=[CH:36][C:37]([N+:40]([O-:42])=[O:41])=[CH:38][CH:39]=2)=[N:4]1)[CH3:2]. The yield is 0.930.